From a dataset of Reaction yield outcomes from USPTO patents with 853,638 reactions. Predict the reaction yield, written as a fraction of the theoretical maximum amount of product (1.0 means a 100% yield; for example, 0.34 means a 34% yield). The reactants are [CH:1]([C:3]1[CH:4]=[C:5]([CH:10]=[CH:11][C:12]=1[OH:13])[C:6]([O:8][CH3:9])=[O:7])=[O:2].C(=O)([O-])[O-].[K+].[K+].I[CH:21]([CH3:23])[CH3:22]. The catalyst is CN(C=O)C. The product is [CH:1]([C:3]1[CH:4]=[C:5]([CH:10]=[CH:11][C:12]=1[O:13][CH:21]([CH3:23])[CH3:22])[C:6]([O:8][CH3:9])=[O:7])=[O:2]. The yield is 0.980.